From a dataset of NCI-60 drug combinations with 297,098 pairs across 59 cell lines. Regression. Given two drug SMILES strings and cell line genomic features, predict the synergy score measuring deviation from expected non-interaction effect. (1) Drug 1: CN(CC1=CN=C2C(=N1)C(=NC(=N2)N)N)C3=CC=C(C=C3)C(=O)NC(CCC(=O)O)C(=O)O. Drug 2: C1C(C(OC1N2C=NC(=NC2=O)N)CO)O. Cell line: HS 578T. Synergy scores: CSS=34.1, Synergy_ZIP=-3.92, Synergy_Bliss=-4.35, Synergy_Loewe=-22.7, Synergy_HSA=-5.93. (2) Drug 1: C1=CC(=C2C(=C1NCCNCCO)C(=O)C3=C(C=CC(=C3C2=O)O)O)NCCNCCO. Drug 2: COC1=C2C(=CC3=C1OC=C3)C=CC(=O)O2. Cell line: TK-10. Synergy scores: CSS=38.7, Synergy_ZIP=3.45, Synergy_Bliss=4.01, Synergy_Loewe=-4.09, Synergy_HSA=5.37. (3) Drug 1: CN(C)C1=NC(=NC(=N1)N(C)C)N(C)C. Drug 2: B(C(CC(C)C)NC(=O)C(CC1=CC=CC=C1)NC(=O)C2=NC=CN=C2)(O)O. Cell line: UACC-257. Synergy scores: CSS=-4.52, Synergy_ZIP=2.58, Synergy_Bliss=1.33, Synergy_Loewe=-3.02, Synergy_HSA=-3.74.